This data is from Full USPTO retrosynthesis dataset with 1.9M reactions from patents (1976-2016). The task is: Predict the reactants needed to synthesize the given product. (1) Given the product [F:22][C:2]([F:21])([F:1])[C:3]1[CH:4]=[CH:5][C:6]([P:9](=[O:20])([C:10]2[CH:11]=[CH:12][C:13]([C:16]([F:17])([F:18])[F:19])=[CH:14][CH:15]=2)[CH:24]=[CH2:25])=[CH:7][CH:8]=1, predict the reactants needed to synthesize it. The reactants are: [F:1][C:2]([F:22])([F:21])[C:3]1[CH:8]=[CH:7][C:6]([PH:9](=[O:20])[C:10]2[CH:15]=[CH:14][C:13]([C:16]([F:19])([F:18])[F:17])=[CH:12][CH:11]=2)=[CH:5][CH:4]=1.Br[CH:24]=[CH2:25].CCN(CC)CC. (2) Given the product [C:5]1(=[O:7])[O:4][C:2](=[O:3])[C:11]2=[CH:10][CH:9]=[CH:13][CH:14]=[C:6]12, predict the reactants needed to synthesize it. The reactants are: N[C:2]([O:4][CH2:5][CH3:6])=[O:3].[OH-:7].[K+].[CH2:9]1O[CH:10]1[CH3:11].[CH2:13]1O[CH2:14]1. (3) Given the product [CH3:1][O:2][C:3](=[O:34])[CH2:4][CH2:5][CH2:6][CH2:7][CH2:8][O:9][C:10]1[C:11]([NH:33][S:42]([C:39]2[CH:40]=[CH:41][C:36]([Cl:35])=[CH:37][CH:38]=2)(=[O:44])=[O:43])=[CH:12][C:13]2[N:17]=[C:16]([C:18]3[CH:23]=[CH:22][CH:21]=[CH:20][CH:19]=3)[N:15]([C:24]3[CH:29]=[CH:28][C:27]([CH3:30])=[C:26]([CH3:31])[CH:25]=3)[C:14]=2[CH:32]=1, predict the reactants needed to synthesize it. The reactants are: [CH3:1][O:2][C:3](=[O:34])[CH2:4][CH2:5][CH2:6][CH2:7][CH2:8][O:9][C:10]1[C:11]([NH2:33])=[CH:12][C:13]2[N:17]=[C:16]([C:18]3[CH:23]=[CH:22][CH:21]=[CH:20][CH:19]=3)[N:15]([C:24]3[CH:29]=[CH:28][C:27]([CH3:30])=[C:26]([CH3:31])[CH:25]=3)[C:14]=2[CH:32]=1.[Cl:35][C:36]1[CH:41]=[CH:40][C:39]([S:42](Cl)(=[O:44])=[O:43])=[CH:38][CH:37]=1. (4) Given the product [ClH:21].[ClH:30].[Br:3][C:4]1[CH:9]=[CH:8][C:7]([CH2:10][C@H:11]([C:12]2[NH:13][C:14]3[CH:20]=[CH:19][C:18]([Cl:21])=[CH:17][C:15]=3[N:16]=2)[NH2:22])=[CH:6][CH:5]=1, predict the reactants needed to synthesize it. The reactants are: N#N.[Br:3][C:4]1[CH:9]=[CH:8][C:7]([CH2:10][C@@H:11]([NH:22]C(=O)OC(C)(C)C)[C:12]2[NH:16][C:15]3[CH:17]=[C:18]([Cl:21])[CH:19]=[CH:20][C:14]=3[N:13]=2)=[CH:6][CH:5]=1.[ClH:30]. (5) Given the product [ClH:6].[ClH:6].[CH3:12][N:13]([CH3:27])[CH:14]1[CH2:19][CH2:18][C:17]([C:20]2[N:25]=[C:24]([NH:26][C:4](=[O:5])[C:3]3[CH:7]=[CH:8][C:9]([F:11])=[CH:10][C:2]=3[F:1])[CH:23]=[CH:22][CH:21]=2)=[CH:16][CH2:15]1, predict the reactants needed to synthesize it. The reactants are: [F:1][C:2]1[CH:10]=[C:9]([F:11])[CH:8]=[CH:7][C:3]=1[C:4]([Cl:6])=[O:5].[CH3:12][N:13]([CH3:27])[CH:14]1[CH2:19][CH2:18][C:17]([C:20]2[N:25]=[C:24]([NH2:26])[CH:23]=[CH:22][CH:21]=2)=[CH:16][CH2:15]1. (6) Given the product [C:37]([O:36][C:34]([N:6]1[CH2:11][CH2:10][C:9]2[C:12]3[C:13](=[C:15]([O:22][CH3:23])[CH:16]=[CH:17][C:18]=3[C:19]([OH:21])=[O:20])[O:14][C:8]=2[CH2:7]1)=[O:35])([CH3:38])([CH3:39])[CH3:40], predict the reactants needed to synthesize it. The reactants are: C(OC([N:6]1[CH2:11][CH2:10][C:9]2[C:12]3[C:13](=[C:15]([O:22][CH3:23])[CH:16]=[CH:17][C:18]=3[C:19]([OH:21])=[O:20])[O:14][C:8]=2[CH2:7]1)=O)C.[OH-].[K+].[C:34](O[C:34]([O:36][C:37]([CH3:40])([CH3:39])[CH3:38])=[O:35])([O:36][C:37]([CH3:40])([CH3:39])[CH3:38])=[O:35].